The task is: Predict the reactants needed to synthesize the given product.. This data is from Full USPTO retrosynthesis dataset with 1.9M reactions from patents (1976-2016). Given the product [CH3:27][C:15]([CH2:16][CH2:17][CH:18]=[C:19]([CH3:26])[CH2:20][CH2:21][CH:22]=[C:23]([CH3:24])[CH3:25])=[CH:14][CH2:13][CH2:12][CH2:11][O:10][CH2:29][C@@H:30]([C@@H:32]([CH2:34][OH:35])[OH:33])[OH:31], predict the reactants needed to synthesize it. The reactants are: C1(C)C=CC(S([O:10][CH2:11][CH2:12][CH2:13][CH:14]=[C:15]([CH3:27])[CH2:16][CH2:17][CH:18]=[C:19]([CH3:26])[CH2:20][CH2:21][CH:22]=[C:23]([CH3:25])[CH3:24])(=O)=O)=CC=1.[CH2:29](O)[C@@H:30]([C@@H:32]([CH2:34][OH:35])[OH:33])[OH:31].OCC(CO)O.